Dataset: Full USPTO retrosynthesis dataset with 1.9M reactions from patents (1976-2016). Task: Predict the reactants needed to synthesize the given product. (1) Given the product [CH3:1][C:2]1[CH:3]=[C:4]([C:16]2[CH:21]=[CH:20][CH:19]=[CH:18][CH:17]=2)[C:5]([OH:14])=[C:6]([C:8]2[CH:13]=[CH:12][CH:11]=[CH:10][CH:9]=2)[CH:7]=1, predict the reactants needed to synthesize it. The reactants are: [CH3:1][C:2]1[CH:7]=[C:6]([C:8]2[CH:13]=[CH:12][CH:11]=[CH:10][CH:9]=2)[C:5]([O:14]C)=[C:4]([C:16]2[CH:21]=[CH:20][CH:19]=[CH:18][CH:17]=2)[CH:3]=1.O.C(OCC)C. (2) Given the product [F:40][CH2:41][C@:42]1([C:57]([O:59][CH2:60][C:61]2[CH:62]=[CH:63][CH:64]=[CH:65][CH:66]=2)=[O:58])[CH2:47][CH2:46][C:45]([C:7]2[C:8]([CH3:37])([CH3:36])[C@H:9]3[C@:22]([CH3:25])([CH2:23][CH:24]=2)[C@@H:21]2[C@:12]([CH3:35])([C@@:13]4([CH3:34])[C@H:18]([CH2:19][CH2:20]2)[C@H:17]2[C@H:26]([C:29]([CH3:31])=[CH2:30])[CH2:27][CH2:28][C@:16]2([CH:32]=[O:33])[CH2:15][CH2:14]4)[CH2:11][CH2:10]3)=[CH:44][CH2:43]1, predict the reactants needed to synthesize it. The reactants are: FC(F)(F)S(O[C:7]1[C:8]([CH3:37])([CH3:36])[C@H:9]2[C@:22]([CH3:25])([CH2:23][CH:24]=1)[C@@H:21]1[C@:12]([CH3:35])([C@@:13]3([CH3:34])[C@H:18]([CH2:19][CH2:20]1)[C@H:17]1[C@H:26]([C:29]([CH3:31])=[CH2:30])[CH2:27][CH2:28][C@:16]1([CH:32]=[O:33])[CH2:15][CH2:14]3)[CH2:11][CH2:10]2)(=O)=O.[F:40][CH2:41][C@:42]1([C:57]([O:59][CH2:60][C:61]2[CH:66]=[CH:65][CH:64]=[CH:63][CH:62]=2)=[O:58])[CH2:47][CH2:46][C:45](B2OC(C)(C)C(C)(C)O2)=[CH:44][CH2:43]1.C([O-])([O-])=O.[Na+].[Na+].O. (3) Given the product [CH:18]1[C:27]2[C:22](=[CH:23][CH:24]=[CH:25][CH:26]=2)[CH:21]=[CH:20][C:19]=1[C:28]1[N:29]=[C:30]([C:33]([NH:4][C:3]2[CH:5]=[CH:6][CH:7]=[CH:8][C:2]=2[C:1]([OH:10])=[O:9])=[O:34])[S:31][CH:32]=1, predict the reactants needed to synthesize it. The reactants are: [C:1]([OH:10])(=[O:9])[C:2]1[C:3](=[CH:5][CH:6]=[CH:7][CH:8]=1)[NH2:4].C(N(CC)CC)C.[CH:18]1[C:27]2[C:22](=[CH:23][CH:24]=[CH:25][CH:26]=2)[CH:21]=[CH:20][C:19]=1[C:28]1[N:29]=[C:30]([C:33](Cl)=[O:34])[S:31][CH:32]=1. (4) Given the product [CH2:1]([CH:8]1[CH2:13][CH2:12][N:11]([CH2:15][CH2:16][OH:17])[CH2:10][CH2:9]1)[C:2]1[CH:7]=[CH:6][CH:5]=[CH:4][CH:3]=1, predict the reactants needed to synthesize it. The reactants are: [CH2:1]([CH:8]1[CH2:13][CH2:12][NH:11][CH2:10][CH2:9]1)[C:2]1[CH:7]=[CH:6][CH:5]=[CH:4][CH:3]=1.Cl[CH2:15][CH2:16][OH:17].C([O-])([O-])=O.[K+].[K+]. (5) The reactants are: [C:1]1([CH2:7][C:8]([N:10]2[CH2:14][CH2:13][C@H:12]([NH:15][C:16]3[N:25]=[C:24]([N:26]4[CH2:31][CH2:30][N:29](C(OC(C)(C)C)=O)[CH2:28][CH2:27]4)[C:23]4[C:18](=[CH:19][CH:20]=[CH:21][CH:22]=4)[N:17]=3)[CH2:11]2)=[O:9])[CH:6]=[CH:5][CH:4]=[CH:3][CH:2]=1.[OH-].[Na+]. Given the product [C:1]1([CH2:7][C:8]([N:10]2[CH2:14][CH2:13][C@H:12]([NH:15][C:16]3[N:25]=[C:24]([N:26]4[CH2:31][CH2:30][NH:29][CH2:28][CH2:27]4)[C:23]4[C:18](=[CH:19][CH:20]=[CH:21][CH:22]=4)[N:17]=3)[CH2:11]2)=[O:9])[CH:6]=[CH:5][CH:4]=[CH:3][CH:2]=1, predict the reactants needed to synthesize it. (6) Given the product [C:1]([O:5][C:6]([N:8]([CH3:21])[CH2:9][CH2:10][CH2:11][CH2:12][CH2:13][O:14][CH2:15][C:16]([O:18][CH2:19][CH3:20])=[O:17])=[O:7])([CH3:4])([CH3:3])[CH3:2], predict the reactants needed to synthesize it. The reactants are: [C:1]([O:5][C:6]([NH:8][CH2:9][CH2:10][CH2:11][CH2:12][CH2:13][O:14][CH2:15][C:16]([O:18][CH2:19][CH3:20])=[O:17])=[O:7])([CH3:4])([CH3:3])[CH3:2].[CH3:21]I.[H-].[Na+].O. (7) Given the product [Cl:1][C:2]1[CH:3]=[C:4]([CH2:9][C:10](=[O:12])[CH3:13])[CH:5]=[CH:6][C:7]=1[F:8], predict the reactants needed to synthesize it. The reactants are: [Cl:1][C:2]1[CH:3]=[C:4]([CH2:9][C:10]([OH:12])=O)[CH:5]=[CH:6][C:7]=1[F:8].[CH3:13]N1C=CN=C1.